This data is from Forward reaction prediction with 1.9M reactions from USPTO patents (1976-2016). The task is: Predict the product of the given reaction. (1) Given the reactants [NH2:1][O:2][CH2:3][CH2:4][CH2:5][CH2:6][N-:7][CH3:8].[F:9][C:10]1[C:11]([NH:26][C:27]2[CH:32]=[CH:31][C:30]([I:33])=[CH:29][C:28]=2[F:34])=[C:12]([CH:20]=[C:21]([CH:24]=O)[C:22]=1[F:23])[C:13]([NH:15][O:16][CH2:17][CH2:18][OH:19])=[O:14].[O:35]1CCCC1.CO, predict the reaction product. The product is: [F:9][C:10]1[C:11]([NH:26][C:27]2[CH:32]=[CH:31][C:30]([I:33])=[CH:29][C:28]=2[F:34])=[C:12]([CH:20]=[C:21](/[CH:24]=[N:1]/[O:2][CH2:3][CH2:4][CH2:5][C:6](=[O:35])[NH:7][CH3:8])[C:22]=1[F:23])[C:13]([NH:15][O:16][CH2:17][CH2:18][OH:19])=[O:14]. (2) The product is: [C:14]([O:18][C:19]([C@H:21]1[C@H:25]([C:26]([CH2:28][OH:29])=[CH2:27])[CH2:24][N:23]([C:30]([O:32][CH2:33][C:34]2[CH:35]=[CH:36][CH:37]=[CH:38][CH:39]=2)=[O:31])[CH2:22]1)=[O:20])([CH3:17])([CH3:15])[CH3:16]. Given the reactants O.O.O.O.O.O.O.[Cl-].[Ce+3].[Cl-].[Cl-].[BH4-].[Na+].[C:14]([O:18][C:19]([C@H:21]1[C@H:25]([C:26]([CH:28]=[O:29])=[CH2:27])[CH2:24][N:23]([C:30]([O:32][CH2:33][C:34]2[CH:39]=[CH:38][CH:37]=[CH:36][CH:35]=2)=[O:31])[CH2:22]1)=[O:20])([CH3:17])([CH3:16])[CH3:15], predict the reaction product. (3) The product is: [NH:7]1[C:8]2=[N:9][CH:10]=[CH:11][CH:12]=[C:13]2[C:5]([C:3]([NH:21][NH2:22])=[O:4])=[CH:6]1. Given the reactants ClC(Cl)(Cl)[C:3]([C:5]1[C:13]2[C:8](=[N:9][CH:10]=[CH:11][CH:12]=2)[NH:7][CH:6]=1)=[O:4].CN(C=O)C.[NH2:21][NH2:22], predict the reaction product.